Predict which catalyst facilitates the given reaction. From a dataset of Catalyst prediction with 721,799 reactions and 888 catalyst types from USPTO. (1) Reactant: [CH3:1][C:2]1[CH:3]=[CH:4][CH:5]=[C:6]2[C:11]=1[NH:10][CH2:9][CH2:8][CH2:7]2.Cl[CH2:13][CH2:14][CH2:15]I.C([O-])([O-])=O.[Cs+].[Cs+].C([O-])([O-])=O.[K+].[K+].[CH2:29]([CH:33]1[CH2:38][CH2:37][NH:36][CH2:35][CH2:34]1)[CH2:30][CH2:31][CH3:32]. The catalyst class is: 47. Product: [CH2:29]([CH:33]1[CH2:38][CH2:37][N:36]([CH2:13][CH2:14][CH2:15][N:10]2[C:11]3[C:6](=[CH:5][CH:4]=[CH:3][C:2]=3[CH3:1])[CH2:7][CH2:8][CH2:9]2)[CH2:35][CH2:34]1)[CH2:30][CH2:31][CH3:32]. (2) Reactant: [CH2:1]([O:8][C:9]1[C:14]2[CH:15]=[C:16]([C:18]3[N:19]=[C:20]4[N:24]([CH:25]=3)[N:23]=[C:22](Br)[S:21]4)[O:17][C:13]=2[CH:12]=[CH:11][CH:10]=1)[C:2]1[CH:7]=[CH:6][CH:5]=[CH:4][CH:3]=1.[CH3:27][O-:28].[Na+]. Product: [CH2:1]([O:8][C:9]1[C:14]2[CH:15]=[C:16]([C:18]3[N:19]=[C:20]4[N:24]([CH:25]=3)[N:23]=[C:22]([O:28][CH3:27])[S:21]4)[O:17][C:13]=2[CH:12]=[CH:11][CH:10]=1)[C:2]1[CH:7]=[CH:6][CH:5]=[CH:4][CH:3]=1. The catalyst class is: 98. (3) Reactant: Cl[C:2]1[N:7]2[N:8]=[C:9]([CH2:11][O:12][CH3:13])[N:10]=[C:6]2[C:5]2[CH:14]=[C:15]([Cl:18])[CH:16]=[N:17][C:4]=2[N:3]=1.[CH3:19][N:20]1[CH2:25][CH2:24][NH:23][CH2:22][CH2:21]1. Product: [Cl:18][C:15]1[CH:16]=[N:17][C:4]2[N:3]=[C:2]([N:23]3[CH2:24][CH2:25][N:20]([CH3:19])[CH2:21][CH2:22]3)[N:7]3[N:8]=[C:9]([CH2:11][O:12][CH3:13])[N:10]=[C:6]3[C:5]=2[CH:14]=1. The catalyst class is: 2. (4) Reactant: C([O:3][C:4]([CH:6]1[CH2:11][N:10]([CH3:12])[CH2:9][CH2:8][N:7]1[S:13]([C:16]1[CH:21]=[CH:20][C:19]([F:22])=[CH:18][CH:17]=1)(=[O:15])=[O:14])=[O:5])C.[OH-].[Na+].Cl. Product: [F:22][C:19]1[CH:20]=[CH:21][C:16]([S:13]([N:7]2[CH2:8][CH2:9][N:10]([CH3:12])[CH2:11][CH:6]2[C:4]([OH:5])=[O:3])(=[O:14])=[O:15])=[CH:17][CH:18]=1. The catalyst class is: 92. (5) Reactant: C(OC([NH:8][C:9]1([C:42]([OH:44])=[O:43])[CH2:14][CH2:13][N:12]([C:15]2[N:20]=[CH:19][C:18]([C:21]3[CH:22]=[C:23]([C:36]4[CH:41]=[CH:40][CH:39]=[CH:38][N:37]=4)[C:24]4[S:28][C:27]([NH:29][C:30]([NH:32][CH2:33][CH3:34])=[O:31])=[N:26][C:25]=4[CH:35]=3)=[CH:17][N:16]=2)[CH2:11][CH2:10]1)=O)(C)(C)C.[ClH:45].O1CCOCC1. Product: [ClH:45].[NH2:8][C:9]1([C:42]([OH:44])=[O:43])[CH2:10][CH2:11][N:12]([C:15]2[N:16]=[CH:17][C:18]([C:21]3[CH:22]=[C:23]([C:36]4[CH:41]=[CH:40][CH:39]=[CH:38][N:37]=4)[C:24]4[S:28][C:27]([NH:29][C:30]([NH:32][CH2:33][CH3:34])=[O:31])=[N:26][C:25]=4[CH:35]=3)=[CH:19][N:20]=2)[CH2:13][CH2:14]1. The catalyst class is: 12. (6) The catalyst class is: 24. Product: [OH:26][CH2:25][C:2]([CH3:33])([CH3:1])[CH2:3][CH2:4][CH2:5][CH2:6][NH:7][C:8](=[O:24])[CH2:9][CH2:10][CH2:11][CH2:12][C:13]([CH3:22])([CH3:23])[CH2:14][OH:15]. Reactant: [CH3:1][C:2]([CH3:33])([CH2:25][O:26]C1CCCCO1)[CH2:3][CH2:4][CH2:5][CH2:6][NH:7][C:8](=[O:24])[CH2:9][CH2:10][CH2:11][CH2:12][C:13]([CH3:23])([CH3:22])[CH2:14][O:15]C1CCCCO1.Cl.